The task is: Predict the reaction yield, written as a fraction of the theoretical maximum amount of product (1.0 means a 100% yield; for example, 0.34 means a 34% yield).. This data is from Reaction yield outcomes from USPTO patents with 853,638 reactions. (1) The reactants are [CH2:1]([N:5]([CH2:15][CH2:16][CH2:17][CH3:18])[C:6]1[CH:13]=[CH:12][C:9]([CH:10]=[O:11])=[C:8]([OH:14])[CH:7]=1)[CH2:2][CH2:3][CH3:4].CI.[C:21](=O)([O-])[O-].[K+].[K+].O. The catalyst is CN1CCCC1=O.C(OCC)(=O)C. The yield is 0.981. The product is [CH2:1]([N:5]([CH2:15][CH2:16][CH2:17][CH3:18])[C:6]1[CH:13]=[CH:12][C:9]([CH:10]=[O:11])=[C:8]([O:14][CH3:21])[CH:7]=1)[CH2:2][CH2:3][CH3:4]. (2) The reactants are [C:1]([C:5]1[CH:10]=[C:9]([C:11]([CH3:14])([CH3:13])[CH3:12])[CH:8]=[C:7]([NH2:15])[C:6]=1[OH:16])([CH3:4])([CH3:3])[CH3:2].[BH3-][C:18]#N.[Na+].C=O. The catalyst is CO. The product is [C:1]([C:5]1[CH:10]=[C:9]([C:11]([CH3:14])([CH3:13])[CH3:12])[CH:8]=[C:7]([NH:15][CH3:18])[C:6]=1[OH:16])([CH3:4])([CH3:2])[CH3:3]. The yield is 0.150. (3) The reactants are O.O.[C:3]1([CH3:12])[CH:8]=[CH:7][C:6]([S:9]([O-:11])=[O:10])=[CH:5][CH:4]=1.[Na+].Cl[CH2:15][C:16](=[O:18])[CH3:17].O.C1C=CC=CC=1.CC(C)=O. The catalyst is C(OCC)(=O)C.CCCCCCC. The product is [C:3]1([CH3:12])[CH:8]=[CH:7][C:6]([S:9]([CH2:15][C:16](=[O:18])[CH3:17])(=[O:11])=[O:10])=[CH:5][CH:4]=1. The yield is 0.950. (4) The reactants are [CH2:1]([NH:5][C:6]([N:8]1[CH2:13][CH2:12][CH:11]([C:14]2[CH:19]=[CH:18][C:17]([O:20]CC3C=CC=CC=3)=[CH:16][C:15]=2[O:28]CC2C=CC=CC=2)[CH2:10][CH2:9]1)=[O:7])[CH2:2][CH2:3][CH3:4]. The catalyst is CO.[Pd]. The product is [CH2:1]([NH:5][C:6]([N:8]1[CH2:9][CH2:10][CH:11]([C:14]2[CH:19]=[CH:18][C:17]([OH:20])=[CH:16][C:15]=2[OH:28])[CH2:12][CH2:13]1)=[O:7])[CH2:2][CH2:3][CH3:4]. The yield is 0.900. (5) The reactants are Br[C:2]1[C:7]2=[N:8][S:9][N:10]=[C:6]2[C:5](Br)=[CH:4][C:3]=1[F:12].[CH2:13]([C:25]1[CH:26]=[C:27]([Sn](C)(C)C)[S:28][CH:29]=1)[CH2:14][CH2:15][CH2:16][CH2:17][CH2:18][CH2:19][CH2:20][CH2:21][CH2:22][CH2:23][CH3:24]. The catalyst is C1C=CC([P]([Pd]([P](C2C=CC=CC=2)(C2C=CC=CC=2)C2C=CC=CC=2)([P](C2C=CC=CC=2)(C2C=CC=CC=2)C2C=CC=CC=2)[P](C2C=CC=CC=2)(C2C=CC=CC=2)C2C=CC=CC=2)(C2C=CC=CC=2)C2C=CC=CC=2)=CC=1.C1(C)C=CC=CC=1. The product is [CH2:13]([C:25]1[CH:26]=[C:27]([C:2]2[C:7]3=[N:8][S:9][N:10]=[C:6]3[C:5]([C:27]3[S:28][CH:29]=[C:25]([CH2:13][CH2:14][CH2:15][CH2:16][CH2:17][CH2:18][CH2:19][CH2:20][CH2:21][CH2:22][CH2:23][CH3:24])[CH:26]=3)=[CH:4][C:3]=2[F:12])[S:28][CH:29]=1)[CH2:14][CH2:15][CH2:16][CH2:17][CH2:18][CH2:19][CH2:20][CH2:21][CH2:22][CH2:23][CH3:24]. The yield is 0.470. (6) The catalyst is C(O)C.O. The reactants are Cl[C:2]1[C:7]([C:8]#[N:9])=[C:6]([C:10]2[CH:15]=[CH:14][CH:13]=[CH:12][C:11]=2[F:16])[N:5]=[C:4]([NH:17][CH:18]2[CH2:20][CH2:19]2)[N:3]=1.[SH:21][CH2:22][C:23]([NH2:25])=[O:24].C([O-])([O-])=O.[Na+].[Na+].CC[O-].[Na+]. The product is [NH2:9][C:8]1[C:7]2[C:6]([C:10]3[CH:15]=[CH:14][CH:13]=[CH:12][C:11]=3[F:16])=[N:5][C:4]([NH:17][CH:18]3[CH2:20][CH2:19]3)=[N:3][C:2]=2[S:21][C:22]=1[C:23]([NH2:25])=[O:24]. The yield is 0.0100. (7) The reactants are C(OC([N:8]1[CH2:13][CH2:12][N:11]([C:14]2[N:15]=[N:16][C:17]([C:26]([F:29])([F:28])[F:27])=[C:18]([C:20]3[CH:25]=[CH:24][CH:23]=[CH:22][CH:21]=3)[CH:19]=2)[CH2:10][CH2:9]1)=O)(C)(C)C. The catalyst is CO. The product is [C:20]1([C:18]2[CH:19]=[C:14]([N:11]3[CH2:10][CH2:9][NH:8][CH2:13][CH2:12]3)[N:15]=[N:16][C:17]=2[C:26]([F:29])([F:28])[F:27])[CH:21]=[CH:22][CH:23]=[CH:24][CH:25]=1. The yield is 0.960.